Dataset: Full USPTO retrosynthesis dataset with 1.9M reactions from patents (1976-2016). Task: Predict the reactants needed to synthesize the given product. Given the product [CH:1]1([NH:4][C:5]([C:7]2[N:8]=[N:9][N:10]([C:21]3[CH:22]=[CH:23][C:24]([C:27]([NH:29][CH2:30][CH3:31])=[O:28])=[CH:25][CH:26]=3)[C:11]=2/[CH:12]=[CH:40]/[C:38]2[N:39]=[C:35]([CH3:34])[O:36][CH:37]=2)=[O:6])[CH2:3][CH2:2]1, predict the reactants needed to synthesize it. The reactants are: [CH:1]1([NH:4][C:5]([C:7]2[N:8]=[N:9][N:10]([C:21]3[CH:26]=[CH:25][C:24]([C:27]([NH:29][CH2:30][CH3:31])=[O:28])=[CH:23][CH:22]=3)[C:11]=2[CH2:12]P(OCC)(OCC)=O)=[O:6])[CH2:3][CH2:2]1.[H-].[Na+].[CH3:34][C:35]1[O:36][CH:37]=[C:38]([CH:40]=O)[N:39]=1.O.